Dataset: Catalyst prediction with 721,799 reactions and 888 catalyst types from USPTO. Task: Predict which catalyst facilitates the given reaction. (1) Reactant: [CH3:1][Si:2]([CH3:11])([CH3:10])[O:3][C@H:4]1[CH2:8][CH2:7][NH:6][C:5]1=[O:9].[C:12](O[C:12]([O:14][C:15]([CH3:18])([CH3:17])[CH3:16])=[O:13])([O:14][C:15]([CH3:18])([CH3:17])[CH3:16])=[O:13].C(N(CC)CC)C.Cl. Product: [O:9]=[C:5]1[C@@H:4]([O:3][Si:2]([CH3:11])([CH3:10])[CH3:1])[CH2:8][CH2:7][N:6]1[C:12]([O:14][C:15]([CH3:18])([CH3:17])[CH3:16])=[O:13]. The catalyst class is: 172. (2) Reactant: C(P1(=O)OP(CCC)(=O)OP(CCC)(=O)O1)CC.C(N(CC)C(C)C)(C)C.[F:28][C:29]([F:39])([F:38])[C@H:30]([NH2:37])[C:31]1[CH:36]=[CH:35][CH:34]=[CH:33][CH:32]=1.[CH3:40][CH:41]([S:43]([C:46]1[CH:47]=[C:48]2[C:53](=[CH:54][CH:55]=1)[N:52]=[C:51]([C:56]1[CH:61]=[CH:60][CH:59]=[C:58]([C:62]([F:65])([F:64])[F:63])[CH:57]=1)[C:50]([CH2:66][N:67]1[CH2:72][CH2:71][C:70](=[O:73])[CH:69]([CH3:74])[CH2:68]1)=[C:49]2[C:75](O)=[O:76])(=[O:45])=[O:44])[CH3:42].CCCP(=O)=O. Product: [CH3:42][CH:41]([S:43]([C:46]1[CH:47]=[C:48]2[C:53](=[CH:54][CH:55]=1)[N:52]=[C:51]([C:56]1[CH:61]=[CH:60][CH:59]=[C:58]([C:62]([F:63])([F:65])[F:64])[CH:57]=1)[C:50]([CH2:66][N:67]1[CH2:72][CH2:71][C:70](=[O:73])[CH:69]([CH3:74])[CH2:68]1)=[C:49]2[C:75]([NH:37][C@H:30]([C:31]1[CH:36]=[CH:35][CH:34]=[CH:33][CH:32]=1)[C:29]([F:38])([F:39])[F:28])=[O:76])(=[O:44])=[O:45])[CH3:40]. The catalyst class is: 866. (3) Reactant: [N:1]1[CH:6]=[CH:5][C:4]([O:7][CH:8]2[CH2:11][N:10](C(OC(C)(C)C)=O)[CH2:9]2)=[CH:3][CH:2]=1.C(O)(C(F)(F)F)=O. Product: [NH:10]1[CH2:11][CH:8]([O:7][C:4]2[CH:5]=[CH:6][N:1]=[CH:2][CH:3]=2)[CH2:9]1. The catalyst class is: 26. (4) Reactant: [CH3:1][N:2]([CH:10]1[CH2:15][CH2:14][CH:13]([O:16][C:17]2[N:18]=[CH:19][N:20]=[C:21]3[C:28]=2[C:27]2[CH2:26][CH2:25][CH2:24][C:23]=2[S:22]3)[CH2:12][CH2:11]1)C(=O)OC(C)(C)C.[Cl:29]CCl. Product: [ClH:29].[CH3:1][NH:2][CH:10]1[CH2:15][CH2:14][CH:13]([O:16][C:17]2[N:18]=[CH:19][N:20]=[C:21]3[C:28]=2[C:27]2[CH2:26][CH2:25][CH2:24][C:23]=2[S:22]3)[CH2:12][CH2:11]1. The catalyst class is: 33. (5) Reactant: [C:1]1([CH:7]([NH2:10])[CH2:8][NH2:9])[CH:6]=[CH:5][CH:4]=[CH:3][CH:2]=1.CCN(C(C)C)C(C)C.Cl[C:21](Cl)([O:23]C(=O)OC(Cl)(Cl)Cl)Cl. Product: [C:1]1([CH:7]2[CH2:8][NH:9][C:21](=[O:23])[NH:10]2)[CH:6]=[CH:5][CH:4]=[CH:3][CH:2]=1. The catalyst class is: 1. (6) Reactant: [C:1]([C:3]1[CH:24]=[CH:23][C:6]([CH2:7][NH:8][C:9](=[O:22])[CH:10]([C:13]2[CH:18]=[CH:17][C:16]([O:19][CH3:20])=[C:15]([OH:21])[CH:14]=2)[O:11][CH3:12])=[CH:5][CH:4]=1)#[N:2].C([O-])([O-])=O.[K+].[K+].Br[CH2:32][C:33]([O:35][CH2:36][CH3:37])=[O:34]. Product: [CH2:36]([O:35][C:33](=[O:34])[CH2:32][O:21][C:15]1[CH:14]=[C:13]([CH:10]([C:9](=[O:22])[NH:8][CH2:7][C:6]2[CH:5]=[CH:4][C:3]([C:1]#[N:2])=[CH:24][CH:23]=2)[O:11][CH3:12])[CH:18]=[CH:17][C:16]=1[O:19][CH3:20])[CH3:37]. The catalyst class is: 31. (7) Reactant: [C:1]([C:5]1[CH:24]=[CH:23][C:8]([C:9]([O:11][CH:12]([CH3:22])[CH2:13][N:14]([CH:16]2[CH2:21][CH2:20][CH2:19][CH2:18][CH2:17]2)[CH3:15])=[O:10])=[CH:7][CH:6]=1)([CH3:4])([CH3:3])[CH3:2].[CH3:25][Br:26]. Product: [Br-:26].[C:1]([C:5]1[CH:24]=[CH:23][C:8]([C:9]([O:11][CH:12]([CH3:22])[CH2:13][N+:14]([CH:16]2[CH2:17][CH2:18][CH2:19][CH2:20][CH2:21]2)([CH3:25])[CH3:15])=[O:10])=[CH:7][CH:6]=1)([CH3:2])([CH3:4])[CH3:3]. The catalyst class is: 26.